From a dataset of CYP2C9 inhibition data for predicting drug metabolism from PubChem BioAssay. Regression/Classification. Given a drug SMILES string, predict its absorption, distribution, metabolism, or excretion properties. Task type varies by dataset: regression for continuous measurements (e.g., permeability, clearance, half-life) or binary classification for categorical outcomes (e.g., BBB penetration, CYP inhibition). Dataset: cyp2c9_veith. (1) The molecule is O=C(O)CN(CCN(CC(=O)O)CC(=O)O)CC(=O)O.[Mn]. The result is 0 (non-inhibitor). (2) The drug is CC1CCc2cc(F)ccc2N1C(=O)CSc1nnc2c(n1)[nH]c1ccc(F)cc12. The result is 1 (inhibitor). (3) The drug is CN1CCN(c2ncc3nc(-c4cccs4)c(=O)n(C[C@H]4CCCO4)c3n2)CC1. The result is 0 (non-inhibitor). (4) The molecule is CCCC[C@H]1C[C@@H]1[C@@H]1N(P(=O)(c2ccccc2)c2ccccc2)C[C@@](O)(c2ccccc2)CC12CC2. The result is 0 (non-inhibitor). (5) The molecule is CCCC[C@@H]1C[C@H]1C(NC(=O)c1cccnc1)c1ccc(Cl)cc1. The result is 1 (inhibitor). (6) The compound is C[N+](C)(C)CC(=O)N/N=C\c1c(O)ccc2ccccc12. The result is 0 (non-inhibitor). (7) The drug is O=C1C=C(NCCc2cc(Br)c(O)c(Br)c2)C(=O)c2ncccc21. The result is 1 (inhibitor). (8) The compound is COCCn1c(=O)c(-c2ccccc2)nc2cnc(N(C)C)nc21. The result is 1 (inhibitor). (9) The drug is COc1ccc(C)cc1NC1=C(Cl)C(=O)N(C2CCCCC2)C1=O. The result is 1 (inhibitor).